The task is: Predict the reactants needed to synthesize the given product.. This data is from Full USPTO retrosynthesis dataset with 1.9M reactions from patents (1976-2016). (1) Given the product [ClH:21].[NH2:7][CH:8]1[CH2:17][C:16]2[C:11](=[CH:12][CH:13]=[CH:14][C:15]=2[CH3:18])[NH:10][C:9]1=[O:19], predict the reactants needed to synthesize it. The reactants are: C(OC(=O)[NH:7][CH:8]1[CH2:17][C:16]2[C:11](=[CH:12][CH:13]=[CH:14][C:15]=2[CH3:18])[NH:10][C:9]1=[O:19])(C)(C)C.[ClH:21]. (2) Given the product [F:33][C:2]([F:1])([F:32])[C:3]1[CH:4]=[C:5]([C@H:13]([O:15][CH:16]2[O:24][CH2:23][C@@H:19]3[CH2:20][N:21]([C:34]4[CH2:38][CH2:37][C:36](=[O:39])[CH:35]=4)[CH2:22][C@H:18]3[C@@H:17]2[C:25]2[CH:30]=[CH:29][CH:28]=[CH:27][C:26]=2[CH3:31])[CH3:14])[CH:6]=[C:7]([C:9]([F:10])([F:11])[F:12])[CH:8]=1, predict the reactants needed to synthesize it. The reactants are: [F:1][C:2]([F:33])([F:32])[C:3]1[CH:4]=[C:5]([C@H:13]([O:15][C@H:16]2[O:24][CH2:23][C@@H:19]3[CH2:20][NH:21][CH2:22][C@H:18]3[C@@H:17]2[C:25]2[CH:30]=[CH:29][CH:28]=[CH:27][C:26]=2[CH3:31])[CH3:14])[CH:6]=[C:7]([C:9]([F:12])([F:11])[F:10])[CH:8]=1.[C:34]1(=O)[CH2:38][CH2:37][C:36](=[O:39])[CH2:35]1. (3) Given the product [F:22][C:23]1[CH:28]=[CH:27][C:26]([C:29]2[N:40]=[CH:41][N:8]([CH:9]3[CH2:10][CH2:11][N:12]([C:15]([O:17][C:18]([CH3:21])([CH3:20])[CH3:19])=[O:16])[CH2:13][CH2:14]3)[C:7]=2[C:4]2[CH:5]=[CH:6][N:1]=[CH:2][N:3]=2)=[CH:25][CH:24]=1, predict the reactants needed to synthesize it. The reactants are: [N:1]1[CH:6]=[CH:5][C:4](/[CH:7]=[N:8]/[CH:9]2[CH2:14][CH2:13][N:12]([C:15]([O:17][C:18]([CH3:21])([CH3:20])[CH3:19])=[O:16])[CH2:11][CH2:10]2)=[N:3][CH:2]=1.[F:22][C:23]1[CH:28]=[CH:27][C:26]([CH:29]([N+:40]#[C-:41])S(C2C=CC(C)=CC=2)(=O)=O)=[CH:25][CH:24]=1.C(=O)([O-])[O-].[K+].[K+].COC(C)(C)C. (4) Given the product [CH3:10][O:11][C:12]1[CH:13]=[C:14]2[C:19](=[CH:20][CH:21]=1)[C:18]([O:22][C:2]1[CH:9]=[CH:8][C:5]([CH:6]=[O:7])=[CH:4][CH:3]=1)=[C:17]([C:23]1[CH:28]=[CH:27][C:26]([S:29][CH3:30])=[CH:25][CH:24]=1)[CH:16]=[CH:15]2, predict the reactants needed to synthesize it. The reactants are: F[C:2]1[CH:9]=[CH:8][C:5]([CH:6]=[O:7])=[CH:4][CH:3]=1.[CH3:10][O:11][C:12]1[CH:13]=[C:14]2[C:19](=[CH:20][CH:21]=1)[C:18]([OH:22])=[C:17]([C:23]1[CH:28]=[CH:27][C:26]([S:29][CH3:30])=[CH:25][CH:24]=1)[CH:16]=[CH:15]2.[H-].[Na+].C(OCC)(=O)C.